From a dataset of Catalyst prediction with 721,799 reactions and 888 catalyst types from USPTO. Predict which catalyst facilitates the given reaction. (1) Reactant: [F:1][C:2]1[CH:7]=[CH:6][C:5]([F:8])=[CH:4][C:3]=1[N:9](C(OC(C)(C)C)=O)[C:10]([O:12][C:13]([CH3:16])([CH3:15])[CH3:14])=[O:11].C(O)(C(F)(F)F)=O. Product: [F:1][C:2]1[CH:7]=[CH:6][C:5]([F:8])=[CH:4][C:3]=1[NH:9][C:10](=[O:11])[O:12][C:13]([CH3:15])([CH3:14])[CH3:16]. The catalyst class is: 2. (2) The catalyst class is: 16. Product: [Cl:1][C:2]1[C:3]([N+:9]([O-:11])=[O:10])=[C:4]2[C:5](=[CH:7][CH:8]=1)[NH:6][C:13]([CH3:15])=[CH:12]2. Reactant: [Cl:1][C:2]1[CH:8]=[CH:7][C:5]([NH2:6])=[CH:4][C:3]=1[N+:9]([O-:11])=[O:10].[CH3:12][C:13]([CH3:15])=O.CC([O-])(C)C.[K+].Cl. (3) Reactant: C[Si](C([Si](C)(C)C)C(N)=O)(C)C.C([O:21][C@:22]1([CH2:46][CH:47]=[CH2:48])[C@H:26]([O:27][CH2:28][C:29]2[CH:34]=[CH:33][CH:32]=[CH:31][CH:30]=2)[C@@H:25]([CH2:35][O:36][CH2:37][C:38]2[CH:43]=[CH:42][CH:41]=[CH:40][CH:39]=2)[O:24][C@@H:23]1OC)(=O)C1C=CC=CC=1.[NH:49]1[CH:56]=[CH:55][C:53](=[O:54])[NH:52][C:50]1=[O:51].[Sn](Cl)(Cl)(Cl)Cl.C([O-])(O)=O.[Na+]. Product: [CH2:46]([C@@:22]1([OH:21])[C@H:26]([O:27][CH2:28][C:29]2[CH:34]=[CH:33][CH:32]=[CH:31][CH:30]=2)[C@@H:25]([CH2:35][O:36][CH2:37][C:38]2[CH:43]=[CH:42][CH:41]=[CH:40][CH:39]=2)[O:24][C@H:23]1[N:49]1[CH:56]=[CH:55][C:53](=[O:54])[NH:52][C:50]1=[O:51])[CH:47]=[CH2:48]. The catalyst class is: 115. (4) The catalyst class is: 51. Reactant: C(N(CC)C(C)C)(C)C.F[C:11]1[CH:16]=[CH:15][CH:14]=[CH:13][C:12]=1[N+:17]([O-:19])=[O:18].[O:20]1[CH2:24][CH2:23][CH:22]([NH2:25])[CH2:21]1. Product: [N+:17]([C:12]1[CH:13]=[CH:14][CH:15]=[CH:16][C:11]=1[NH:25][CH:22]1[CH2:23][CH2:24][O:20][CH2:21]1)([O-:19])=[O:18]. (5) Reactant: [Cl:1][C:2]1[CH:3]=[C:4]([C:9]([C:11]([F:14])([F:13])[F:12])=[CH2:10])[CH:5]=[C:6]([Cl:8])[CH:7]=1.[Br:15][C:16]1[CH:24]=[CH:23][C:19]([CH:20]=[N:21][OH:22])=[C:18](Cl)[C:17]=1[CH3:26].C(=O)([O-])O.[K+]. Product: [Br:15][C:16]1[CH:24]=[CH:23][C:19]([C:20]2[CH2:10][C:9]([C:4]3[CH:3]=[C:2]([Cl:1])[CH:7]=[C:6]([Cl:8])[CH:5]=3)([C:11]([F:14])([F:12])[F:13])[O:22][N:21]=2)=[CH:18][C:17]=1[CH3:26]. The catalyst class is: 7. (6) Reactant: [Cl:1][C:2]1[N:7]2[C:8]([CH2:15][CH:16]3[CH2:21][CH2:20][C:19]([F:23])([F:22])[CH2:18][CH2:17]3)=[C:9]([C:11]([F:14])([F:13])[F:12])[N:10]=[C:6]2[CH:5]=[C:4]([C:24]([O:26]CC)=[O:25])[CH:3]=1.C1COCC1.[OH-].[Na+]. Product: [Cl:1][C:2]1[N:7]2[C:8]([CH2:15][CH:16]3[CH2:21][CH2:20][C:19]([F:22])([F:23])[CH2:18][CH2:17]3)=[C:9]([C:11]([F:12])([F:13])[F:14])[N:10]=[C:6]2[CH:5]=[C:4]([C:24]([OH:26])=[O:25])[CH:3]=1. The catalyst class is: 6.